This data is from Full USPTO retrosynthesis dataset with 1.9M reactions from patents (1976-2016). The task is: Predict the reactants needed to synthesize the given product. (1) Given the product [F:30][C:27]1[CH:26]=[CH:25][C:24]([C:22]2[O:21][N:20]=[C:19]([CH2:18][N:3]3[C:4]4[C:9](=[C:8]([C:11]([F:12])([F:14])[F:13])[C:7]([C:15]#[N:16])=[CH:6][CH:5]=4)[CH:10]=[C:2]3[CH3:1])[CH:23]=2)=[CH:29][CH:28]=1, predict the reactants needed to synthesize it. The reactants are: [CH3:1][C:2]1[NH:3][C:4]2[C:9]([CH:10]=1)=[C:8]([C:11]([F:14])([F:13])[F:12])[C:7]([C:15]#[N:16])=[CH:6][CH:5]=2.Cl[CH2:18][C:19]1[CH:23]=[C:22]([C:24]2[CH:29]=[CH:28][C:27]([F:30])=[CH:26][CH:25]=2)[O:21][N:20]=1. (2) Given the product [CH2:1]([O:3][C:4]([C:6]1[C:7]([O:26][C:27](=[O:29])[CH3:28])=[C:8]2[CH:16]=[CH:15][N:14]([CH2:17][C:18]3[CH:19]=[CH:20][C:21]([O:24][CH3:25])=[CH:22][CH:23]=3)[C:9]2=[C:10]([C:12]#[N:13])[N:11]=1)=[O:5])[CH3:2], predict the reactants needed to synthesize it. The reactants are: [CH2:1]([O:3][C:4]([C:6]1[C:7]([OH:26])=[C:8]2[CH:16]=[CH:15][N:14]([CH2:17][C:18]3[CH:23]=[CH:22][C:21]([O:24][CH3:25])=[CH:20][CH:19]=3)[C:9]2=[C:10]([C:12]#[N:13])[N:11]=1)=[O:5])[CH3:2].[C:27](OC(=O)C)(=[O:29])[CH3:28]. (3) Given the product [NH2:13][C:8]1[N:7]([C:14]2[C:15]([Cl:25])=[CH:16][C:17]([C:21]([F:23])([F:24])[F:22])=[CH:18][C:19]=2[Cl:20])[N:6]=[C:5]([C:3](=[NH:4])[NH:29][O:27][CH3:28])[C:9]=1[S:10]([CH3:12])=[O:11], predict the reactants needed to synthesize it. The reactants are: CO[C:3]([C:5]1[C:9]([S:10]([CH3:12])=[O:11])=[C:8]([NH2:13])[N:7]([C:14]2[C:19]([Cl:20])=[CH:18][C:17]([C:21]([F:24])([F:23])[F:22])=[CH:16][C:15]=2[Cl:25])[N:6]=1)=[NH:4].Cl.[O:27]([NH2:29])[CH3:28]. (4) Given the product [Cl:25][C:26]1[CH:34]=[CH:33][C:29]([C:30]([N:55]2[CH2:54][C:53]3[C:59]([F:18])=[CH:60][C:50]([F:49])=[CH:51][C:52]=3[O:58][CH2:57][CH2:56]2)=[O:31])=[C:28]([NH:35][S:36]([C:39]2[C:40]3[N:41]=[CH:42][CH:43]=[N:44][C:45]=3[CH:46]=[CH:47][CH:48]=2)(=[O:38])=[O:37])[CH:27]=1, predict the reactants needed to synthesize it. The reactants are: CN(C(ON1N=NC2C=CC=NC1=2)=[N+](C)C)C.[F:18][P-](F)(F)(F)(F)F.[Cl:25][C:26]1[CH:34]=[CH:33][C:29]([C:30](O)=[O:31])=[C:28]([NH:35][S:36]([C:39]2[C:40]3[N:41]=[CH:42][CH:43]=[N:44][C:45]=3[CH:46]=[CH:47][CH:48]=2)(=[O:38])=[O:37])[CH:27]=1.[F:49][C:50]1[CH:60]=[CH:59][C:53]2[CH2:54][NH:55][CH2:56][CH2:57][O:58][C:52]=2[CH:51]=1. (5) The reactants are: [CH:1]([O:4][C:5]1[CH:10]=[CH:9][C:8]([OH:11])=[CH:7][CH:6]=1)([CH3:3])[CH3:2].Br[C:13]1[CH:20]=[CH:19][C:16]([CH:17]=[O:18])=[CH:15][CH:14]=1.C([O-])([O-])=O.[K+].[K+].N1C=CC=CC=1. Given the product [CH:1]([O:4][C:5]1[CH:10]=[CH:9][C:8]([O:11][C:13]2[CH:20]=[CH:19][C:16]([CH:17]=[O:18])=[CH:15][CH:14]=2)=[CH:7][CH:6]=1)([CH3:3])[CH3:2], predict the reactants needed to synthesize it. (6) Given the product [CH:14]1([C:12]([C:6]2[CH:7]=[N:8][C:9]3[C:4]([C:5]=2[NH:17][C:18]2[CH:19]=[N:20][N:21]([CH:23]4[CH2:24][CH2:25][N:26]([C:29]([O:31][C:32]([CH3:35])([CH3:33])[CH3:34])=[O:30])[CH2:27][CH2:28]4)[CH:22]=2)=[CH:3][C:2]([C:41]2[CH:42]=[C:37]([Cl:36])[C:38]([OH:53])=[C:39]([Cl:52])[CH:40]=2)=[CH:11][CH:10]=3)=[O:13])[CH2:15][CH2:16]1, predict the reactants needed to synthesize it. The reactants are: Br[C:2]1[CH:3]=[C:4]2[C:9](=[CH:10][CH:11]=1)[N:8]=[CH:7][C:6]([C:12]([CH:14]1[CH2:16][CH2:15]1)=[O:13])=[C:5]2[NH:17][C:18]1[CH:19]=[N:20][N:21]([CH:23]2[CH2:28][CH2:27][N:26]([C:29]([O:31][C:32]([CH3:35])([CH3:34])[CH3:33])=[O:30])[CH2:25][CH2:24]2)[CH:22]=1.[Cl:36][C:37]1[CH:42]=[C:41](B2OC(C)(C)C(C)(C)O2)[CH:40]=[C:39]([Cl:52])[C:38]=1[OH:53]. (7) The reactants are: Br[C:2]1[CH:3]=[C:4]2[C:9](=[CH:10][C:11]=1[F:12])[N:8]=[CH:7][CH:6]=[CH:5]2.[C:13]([O-:16])(=[O:15])[CH3:14].[Br-].[C:18]([Zn+2])([CH3:21])([CH3:20])[CH3:19]. Given the product [C:18]([O:15][C:13](=[O:16])[CH2:14][C:2]1[CH:3]=[C:4]2[C:9](=[CH:10][C:11]=1[F:12])[N:8]=[CH:7][CH:6]=[CH:5]2)([CH3:21])([CH3:20])[CH3:19], predict the reactants needed to synthesize it. (8) Given the product [CH2:24]([C:26]([C:29]1[CH:34]=[CH:33][C:32]([CH2:35][CH2:36][C:37]2([OH:42])[CH2:38][CH2:39][CH2:40][CH2:41]2)=[C:31]([CH3:47])[CH:30]=1)([C:48]1[CH:53]=[CH:52][C:51]([B:54]2[O:58][C:57]([CH3:59])([CH3:60])[C:56]([CH3:61])([CH3:62])[O:55]2)=[C:50]([CH3:63])[CH:49]=1)[CH2:27][CH3:28])[CH3:25], predict the reactants needed to synthesize it. The reactants are: [F-].C([N+](CCCC)(CCCC)CCCC)CCC.O1CCCC1.[CH2:24]([C:26]([C:48]1[CH:53]=[CH:52][C:51]([B:54]2[O:58][C:57]([CH3:60])([CH3:59])[C:56]([CH3:62])([CH3:61])[O:55]2)=[C:50]([CH3:63])[CH:49]=1)([C:29]1[CH:34]=[CH:33][C:32]([CH2:35][CH2:36][C:37]2([O:42][Si](C)(C)C)[CH2:41][CH2:40][CH2:39][CH2:38]2)=[C:31]([CH3:47])[CH:30]=1)[CH2:27][CH3:28])[CH3:25]. (9) Given the product [Cl:1][C:2]1[CH:3]=[CH:4][C:5]([CH:8]2[CH2:9][CH2:10][CH:11]([CH2:14][OH:15])[CH2:12][CH2:13]2)=[CH:6][CH:7]=1, predict the reactants needed to synthesize it. The reactants are: [Cl:1][C:2]1[CH:7]=[CH:6][C:5]([CH:8]2[CH2:13][CH2:12][CH:11]([C:14](O)=[O:15])[CH2:10][CH2:9]2)=[CH:4][CH:3]=1.